Predict which catalyst facilitates the given reaction. From a dataset of Catalyst prediction with 721,799 reactions and 888 catalyst types from USPTO. (1) Reactant: C(O)(C)(C)C.[CH3:6][CH2:7][CH2:8][CH2:9][CH2:10][CH2:11][CH2:12][CH2:13][CH2:14][CH2:15][CH2:16][CH2:17][CH2:18]/[CH:19]=[CH:20]/[C@@H:21]([OH:26])[C@@H:22]([NH2:25])[CH2:23][OH:24].Cl.[CH:28]1([C:34](O)=[O:35])[CH2:33][CH2:32][CH2:31][CH2:30][CH2:29]1.C1(N=C=NC2CCCCC2)CCCCC1.CN1CCOCC1. Product: [OH:24][CH2:23][C@H:22]([NH:25][C:34]([CH:28]1[CH2:33][CH2:32][CH2:31][CH2:30][CH2:29]1)=[O:35])[C@H:21]([OH:26])/[CH:20]=[CH:19]/[CH2:18][CH2:17][CH2:16][CH2:15][CH2:14][CH2:13][CH2:12][CH2:11][CH2:10][CH2:9][CH2:8][CH2:7][CH3:6]. The catalyst class is: 7. (2) Reactant: [NH2:1][C:2]1[CH:18]=[CH:17][C:5]([C:6]([NH:8][NH:9][C:10]([O:12][C:13]([CH3:16])([CH3:15])[CH3:14])=[O:11])=[O:7])=[CH:4][CH:3]=1.Cl[C:20](=[O:29])[CH2:21][CH2:22][CH2:23][CH2:24][C:25]([O:27][CH3:28])=[O:26]. Product: [CH3:28][O:27][C:25](=[O:26])[CH2:24][CH2:23][CH2:22][CH2:21][C:20]([NH:1][C:2]1[CH:3]=[CH:4][C:5]([C:6]([NH:8][NH:9][C:10]([O:12][C:13]([CH3:15])([CH3:14])[CH3:16])=[O:11])=[O:7])=[CH:17][CH:18]=1)=[O:29]. The catalyst class is: 17. (3) Reactant: C[O:2][C:3](=[O:38])[C@@H:4]([NH:16][C:17]([C:19]1[C:20]([CH3:37])=[N:21][C:22]([NH:26][CH2:27][CH2:28][CH2:29][C:30]2[CH:35]=[CH:34][CH:33]=[C:32]([OH:36])[CH:31]=2)=[N:23][C:24]=1[CH3:25])=[O:18])[CH2:5][NH:6][C:7]([C:9]1[CH:14]=[N:13][C:12]([CH3:15])=[CH:11][N:10]=1)=[O:8].O.[OH-].[Li+].S([O-])(O)(=O)=O.[K+]. Product: [OH:36][C:32]1[CH:31]=[C:30]([CH2:29][CH2:28][CH2:27][NH:26][C:22]2[N:23]=[C:24]([CH3:25])[C:19]([C:17]([NH:16][C@@H:4]([CH2:5][NH:6][C:7]([C:9]3[CH:14]=[N:13][C:12]([CH3:15])=[CH:11][N:10]=3)=[O:8])[C:3]([OH:38])=[O:2])=[O:18])=[C:20]([CH3:37])[N:21]=2)[CH:35]=[CH:34][CH:33]=1. The catalyst class is: 20. (4) Reactant: [CH3:1][N:2]1[CH:7]=[CH:6][C:5](B2OC(C)(C)C(C)(C)O2)=[CH:4][C:3]1=[O:17].C(=O)([O-])[O-].[K+].[K+].Br[C:25]1[CH:31]=[CH:30][C:28]([NH2:29])=[CH:27][CH:26]=1.O1CCOCC1. Product: [NH2:29][C:28]1[CH:30]=[CH:31][C:25]([C:5]2[CH:6]=[CH:7][N:2]([CH3:1])[C:3](=[O:17])[CH:4]=2)=[CH:26][CH:27]=1. The catalyst class is: 6. (5) Reactant: [Br:1][C:2]1[N:7]=[C:6]([NH2:8])[CH:5]=[N:4][CH:3]=1.[C:9](O[C:9]([O:11][C:12]([CH3:15])([CH3:14])[CH3:13])=[O:10])([O:11][C:12]([CH3:15])([CH3:14])[CH3:13])=[O:10]. Product: [C:12]([O:11][C:9]([N:8]([C:9]([O:11][C:12]([CH3:15])([CH3:14])[CH3:13])=[O:10])[C:6]1[CH:5]=[N:4][CH:3]=[C:2]([Br:1])[N:7]=1)=[O:10])([CH3:15])([CH3:14])[CH3:13]. The catalyst class is: 79. (6) Reactant: [Cl:1][C:2]1[CH:7]=[CH:6][C:5]([C:8]2[CH:13]=[C:12]([CH2:14][CH2:15][CH2:16][O:17]C3CCCCO3)[N:11]=[CH:10][N:9]=2)=[CH:4][CH:3]=1.Cl.C(=O)([O-])O.[Na+]. Product: [Cl:1][C:2]1[CH:3]=[CH:4][C:5]([C:8]2[N:9]=[CH:10][N:11]=[C:12]([CH2:14][CH2:15][CH2:16][OH:17])[CH:13]=2)=[CH:6][CH:7]=1. The catalyst class is: 71. (7) Product: [CH2:29]([O:36][C:37](=[O:40])[CH2:38][NH:39][C:8](=[O:10])[C:7]1[CH:11]=[CH:12][CH:13]=[C:5]([O:4][C:1](=[O:3])[CH3:2])[CH:6]=1)[C:30]1[CH:35]=[CH:34][CH:33]=[CH:32][CH:31]=1. The catalyst class is: 266. Reactant: [C:1]([O:4][C:5]1[CH:6]=[C:7]([CH:11]=[CH:12][CH:13]=1)[C:8]([OH:10])=O)(=[O:3])[CH3:2].C(N(CC)CC)C.ClC(OCC(C)C)=O.[CH2:29]([O:36][C:37](=[O:40])[CH2:38][NH2:39])[C:30]1[CH:35]=[CH:34][CH:33]=[CH:32][CH:31]=1. (8) Product: [CH3:22][O:21][C:19]([C:17]1[N:16]([CH:2]2[C:11]3[C:6](=[CH:7][C:8]([C:12]#[N:13])=[CH:9][CH:10]=3)[CH2:5][S:4][CH2:3]2)[CH:15]=[N:14][CH:18]=1)=[O:20]. The catalyst class is: 1. Reactant: O[CH:2]1[C:11]2[C:6](=[CH:7][C:8]([C:12]#[N:13])=[CH:9][CH:10]=2)[CH2:5][S:4][CH2:3]1.[NH:14]1[CH:18]=[C:17]([C:19]([O:21][CH3:22])=[O:20])[N:16]=[CH:15]1.C1(P(C2C=CC=CC=2)C2C=CC=CC=2)C=CC=CC=1.N(C(OC(C)C)=O)=NC(OC(C)C)=O.